From a dataset of Full USPTO retrosynthesis dataset with 1.9M reactions from patents (1976-2016). Predict the reactants needed to synthesize the given product. (1) Given the product [CH3:1][O:2][C:3]1[CH:4]=[CH:5][C:6]([CH:9]2[CH2:18][N:17]([CH3:19])[CH2:16][C:15]3[N:14]=[C:13]([O:20][CH2:64][CH2:63][CH2:62][N:56]4[CH2:61][CH2:60][CH2:59][CH2:58][CH2:57]4)[CH:12]=[CH:11][C:10]2=3)=[CH:7][CH:8]=1, predict the reactants needed to synthesize it. The reactants are: [CH3:1][O:2][C:3]1[CH:8]=[CH:7][C:6]([CH:9]2[CH2:18][N:17]([CH3:19])[CH2:16][C:15]3[N:14]=[C:13]([OH:20])[CH:12]=[CH:11][C:10]2=3)=[CH:5][CH:4]=1.C1C=CC(P(C2C=CC=CC=2)C2C=CC=CC=2)=CC=1.C(OC([N+](C(OC(C)(C)C)=O)=[N-])=O)(C)(C)C.[N:56]1([CH2:62][CH2:63][CH2:64]O)[CH2:61][CH2:60][CH2:59][CH2:58][CH2:57]1. (2) Given the product [N:7]1([CH2:23][C@@H:24]2[C@@H:29]([OH:30])[C@H:28]([OH:31])[C@H:27]([OH:32])[C@H:26]([C:33]3[CH:38]=[CH:37][C:36]([Cl:39])=[C:35]([CH2:40][C:41]4[S:42][C:43]([C:46]5[O:47][CH:48]=[CH:49][CH:50]=5)=[CH:44][N:45]=4)[CH:34]=3)[O:25]2)[CH:11]=[N:10][CH:9]=[N:8]1, predict the reactants needed to synthesize it. The reactants are: C(=O)([O-])[O-].[Cs+].[Cs+].[NH:7]1[CH:11]=[N:10][CH:9]=[N:8]1.CC1C=CC(S(O[CH2:23][C@@H:24]2[C@@H:29]([OH:30])[C@H:28]([OH:31])[C@@H:27]([OH:32])[C@H:26]([C:33]3[CH:38]=[CH:37][C:36]([Cl:39])=[C:35]([CH2:40][C:41]4[S:42][C:43]([C:46]5[O:47][CH:48]=[CH:49][CH:50]=5)=[CH:44][N:45]=4)[CH:34]=3)[O:25]2)(=O)=O)=CC=1.O.